Task: Predict which catalyst facilitates the given reaction.. Dataset: Catalyst prediction with 721,799 reactions and 888 catalyst types from USPTO (1) Reactant: C(=O)([O-])[O-].[Cs+].[Cs+].[Cl:7][C:8]1[CH:17]=[CH:16][C:11]([C:12]([O:14][CH3:15])=[O:13])=[C:10]([CH3:18])[C:9]=1[SH:19].[CH:20]1([CH2:23]Br)[CH2:22][CH2:21]1. Product: [Cl:7][C:8]1[CH:17]=[CH:16][C:11]([C:12]([O:14][CH3:15])=[O:13])=[C:10]([CH3:18])[C:9]=1[S:19][CH2:23][CH:20]1[CH2:22][CH2:21]1. The catalyst class is: 10. (2) Reactant: [NH2:1][C:2]1[C:10]2[C:5](=[N:6][C:7]([CH3:16])=[C:8]([O:12][CH2:13][CH2:14]Cl)[C:9]=2[CH3:11])[S:4][C:3]=1[C:17]([O:19][C:20]([CH3:23])([CH3:22])[CH3:21])=[O:18].C([O-])([O-])=O.[K+].[K+].[NH:30]1[CH2:35][CH2:34][O:33][CH2:32][CH2:31]1. Product: [NH2:1][C:2]1[C:10]2[C:5](=[N:6][C:7]([CH3:16])=[C:8]([O:12][CH2:13][CH2:14][N:30]3[CH2:35][CH2:34][O:33][CH2:32][CH2:31]3)[C:9]=2[CH3:11])[S:4][C:3]=1[C:17]([O:19][C:20]([CH3:23])([CH3:22])[CH3:21])=[O:18]. The catalyst class is: 23.